This data is from Full USPTO retrosynthesis dataset with 1.9M reactions from patents (1976-2016). The task is: Predict the reactants needed to synthesize the given product. (1) Given the product [OH2:13].[C:1]([CH:3]1[CH2:4][CH2:5][C:6]2([CH2:11][CH2:10][N:9]([C:12]([O:14][CH2:15][CH3:16])=[O:13])[CH2:8][CH2:7]2)[C:17]1=[NH:18])#[N:2].[CH2:15]([O:14][C:12]([N:9]1[CH2:10][CH2:11][C:6]2([C:17](=[NH:18])[CH:3]([C:1]#[N:2])[CH2:4][CH2:5]2)[CH2:7][CH2:8]1)=[O:13])[CH3:16], predict the reactants needed to synthesize it. The reactants are: [C:1]([CH2:3][CH2:4][CH2:5][C:6]1([C:17]#[N:18])[CH2:11][CH2:10][N:9]([C:12]([O:14][CH2:15][CH3:16])=[O:13])[CH2:8][CH2:7]1)#[N:2].C([N-]C(C)C)(C)C.[Li+].Cl. (2) Given the product [Cl:1][CH2:2][S:3]([NH:7][C:8]1[CH:13]=[CH:12][C:11]([C:14]2[CH:15]=[CH:16][C:17]([C:20]([F:21])([F:22])[F:23])=[CH:18][CH:19]=2)=[CH:10][C:9]=1[OH:24])(=[O:5])=[O:4], predict the reactants needed to synthesize it. The reactants are: [Cl:1][CH2:2][S:3](Cl)(=[O:5])=[O:4].[NH2:7][C:8]1[CH:13]=[CH:12][C:11]([C:14]2[CH:19]=[CH:18][C:17]([C:20]([F:23])([F:22])[F:21])=[CH:16][CH:15]=2)=[CH:10][C:9]=1[OH:24].N1C=CC=CC=1.Cl. (3) Given the product [CH3:1][O:2][C:3]([CH2:5][CH2:6][CH2:7][CH2:8][CH2:9][O:10][C:11]1[CH:12]=[CH:13][C:14]2[N:18]=[C:17]([C:19]3[CH:20]=[CH:21][C:22]([O:25][CH3:26])=[CH:23][CH:24]=3)[N:16]([CH2:27][CH2:28][CH2:29][N:32]3[CH2:37][CH2:36][O:35][CH2:34][CH2:33]3)[C:15]=2[CH:31]=1)=[O:4], predict the reactants needed to synthesize it. The reactants are: [CH3:1][O:2][C:3]([CH2:5][CH2:6][CH2:7][CH2:8][CH2:9][O:10][C:11]1[CH:12]=[CH:13][C:14]2[N:18]=[C:17]([C:19]3[CH:24]=[CH:23][C:22]([O:25][CH3:26])=[CH:21][CH:20]=3)[N:16]([CH2:27][CH2:28][CH:29]=O)[C:15]=2[CH:31]=1)=[O:4].[NH:32]1[CH2:37][CH2:36][O:35][CH2:34][CH2:33]1. (4) Given the product [NH:6]1[C:7]2[C:12](=[CH:11][CH:10]=[CH:9][CH:8]=2)[C:4]([CH2:3][CH:2]([NH:13][CH:19]2[CH2:18][CH2:17][C:16]([C:23]3[CH:24]=[CH:25][CH:26]=[CH:27][CH:28]=3)([N:15]([CH3:29])[CH3:14])[CH2:21][CH2:20]2)[CH3:1])=[CH:5]1, predict the reactants needed to synthesize it. The reactants are: [CH3:1][CH:2]([NH2:13])[CH2:3][C:4]1[C:12]2[C:7](=[CH:8][CH:9]=[CH:10][CH:11]=2)[NH:6][CH:5]=1.[CH3:14][N:15]([CH3:29])[C:16]1([C:23]2[CH:28]=[CH:27][CH:26]=[CH:25][CH:24]=2)[CH2:21][CH2:20][C:19](=O)[CH2:18][CH2:17]1.C(O)(=O)C.C(O[BH-](OC(=O)C)OC(=O)C)(=O)C.[Na+]. (5) Given the product [CH3:39][O:35][C:34](=[O:36])[CH2:33][N:32]([CH2:2][C:3]1[N:4]([S:13]([C:16]2[CH:21]=[CH:20][CH:19]=[CH:18][CH:17]=2)(=[O:15])=[O:14])[CH:5]=[CH:6][C:7]=1[C:8]([O:10][CH2:11][CH3:12])=[O:9])[S:22]([C:25]1[CH:26]=[CH:27][C:28]([CH3:29])=[CH:30][CH:31]=1)(=[O:23])=[O:24], predict the reactants needed to synthesize it. The reactants are: Br[CH2:2][C:3]1[N:4]([S:13]([C:16]2[CH:21]=[CH:20][CH:19]=[CH:18][CH:17]=2)(=[O:15])=[O:14])[CH:5]=[CH:6][C:7]=1[C:8]([O:10][CH2:11][CH3:12])=[O:9].[S:22]([NH:32][CH2:33][C:34]([OH:36])=[O:35])([C:25]1[CH:31]=[CH:30][C:28]([CH3:29])=[CH:27][CH:26]=1)(=[O:24])=[O:23].[H-].[Na+].[C:39](=O)=O.[Cl-].[NH4+].